This data is from Reaction yield outcomes from USPTO patents with 853,638 reactions. The task is: Predict the reaction yield, written as a fraction of the theoretical maximum amount of product (1.0 means a 100% yield; for example, 0.34 means a 34% yield). (1) The reactants are [CH:1]([CH:3]=[O:4])=[O:2].[CH3:5][C:6]([CH3:11])([CH2:9]O)[CH2:7][OH:8].C1(C)C=CC(S(O)(=O)=O)=CC=1.[O-]S([O-])(=O)=O.[Na+].[Na+].C([O-])(O)=O.[Na+]. The catalyst is C1C=CC=CC=1. The product is [CH:1]([CH:3]1[O:8][CH2:7][C:6]([CH3:11])([CH3:9])[CH2:5][O:4]1)=[O:2]. The yield is 0.500. (2) The reactants are O[C:2]1[C:11]2[C:10](=[O:12])[N:9]([CH2:13][C:14]3[CH:19]=[CH:18][C:17]([O:20][CH3:21])=[CH:16][CH:15]=3)[CH:8]=[N:7][C:6]=2[N:5]([CH3:22])[C:4](=[O:23])[C:3]=1[CH3:24].P(Cl)(Cl)([Cl:27])=O. No catalyst specified. The product is [Cl:27][C:2]1[C:11]2[C:10](=[O:12])[N:9]([CH2:13][C:14]3[CH:19]=[CH:18][C:17]([O:20][CH3:21])=[CH:16][CH:15]=3)[CH:8]=[N:7][C:6]=2[N:5]([CH3:22])[C:4](=[O:23])[C:3]=1[CH3:24]. The yield is 0.890. (3) The reactants are [CH2:1]([N:6]1[C:14]2[N:13]=[C:12]([C:15]([F:18])([F:17])[F:16])[NH:11][C:10]=2[C:9](=O)[NH:8][C:7]1=[O:20])[CH2:2][CH2:3][CH2:4][CH3:5].P12(SP3(SP(SP(S3)(S1)=S)(=S)S2)=S)=[S:22]. The catalyst is O1CCOCC1. The product is [CH2:1]([N:6]1[C:14]2[N:13]=[C:12]([C:15]([F:18])([F:17])[F:16])[NH:11][C:10]=2[C:9](=[S:22])[NH:8][C:7]1=[O:20])[CH2:2][CH2:3][CH2:4][CH3:5]. The yield is 0.180. (4) The product is [Cl:1][C:2]1[N:7]=[C:6]([C:10]#[C:9][C:11]2[CH:12]=[CH:13][C:14]([O:24][CH3:25])=[C:15]([NH:17][C:18](=[O:23])[C:19]([F:20])([F:21])[F:22])[CH:16]=2)[CH:5]=[CH:4][N:3]=1. The reactants are [Cl:1][C:2]1[N:7]=[C:6](Cl)[CH:5]=[CH:4][N:3]=1.[C:9]([C:11]1[CH:12]=[CH:13][C:14]([O:24][CH3:25])=[C:15]([NH:17][C:18](=[O:23])[C:19]([F:22])([F:21])[F:20])[CH:16]=1)#[CH:10]. The catalyst is C1COCC1.Cl[Pd](Cl)([P](C1C=CC=CC=1)(C1C=CC=CC=1)C1C=CC=CC=1)[P](C1C=CC=CC=1)(C1C=CC=CC=1)C1C=CC=CC=1.[Cu]I. The yield is 0.420. (5) The reactants are C([O:3][C:4]([C:6]1[NH:7][N:8]=[N:9][C:10]=1[C:11]1[C:12]([O:18][CH2:19][C@H:20]2[CH2:22][C@@H:21]2[C:23]2[CH:28]=[CH:27][C:26]([O:29][CH3:30])=[CH:25][N:24]=2)=[N:13][C:14]([CH3:17])=[N:15][CH:16]=1)=O)C.[H-].[H-].[H-].[H-].[Li+].[Al+3]. The catalyst is C1COCC1. The product is [CH3:30][O:29][C:26]1[CH:27]=[CH:28][C:23]([C@H:21]2[CH2:22][C@@H:20]2[CH2:19][O:18][C:12]2[C:11]([C:10]3[N:9]=[N:8][NH:7][C:6]=3[CH2:4][OH:3])=[CH:16][N:15]=[C:14]([CH3:17])[N:13]=2)=[N:24][CH:25]=1. The yield is 0.200. (6) The reactants are [CH3:1][C:2]1[CH:7]=[CH:6][C:5]([C:8]2[C:9]([C:14]#N)=[CH:10][CH:11]=[CH:12][CH:13]=2)=[CH:4][CH:3]=1.[H][H]. The catalyst is [Pd].C(O)CCC. The product is [CH3:14][C:9]1[CH:10]=[CH:11][CH:12]=[CH:13][C:8]=1[C:5]1[CH:4]=[CH:3][C:2]([CH3:1])=[CH:7][CH:6]=1. The yield is 0.820.